The task is: Predict the reaction yield, written as a fraction of the theoretical maximum amount of product (1.0 means a 100% yield; for example, 0.34 means a 34% yield).. This data is from Reaction yield outcomes from USPTO patents with 853,638 reactions. (1) The reactants are Cl[CH2:2][C:3]([O:5][CH3:6])=[O:4].[NH2:7][C:8]1[N:9]([C:14]2[C:23]3[C:18](=[CH:19][CH:20]=[CH:21][CH:22]=3)[C:17]([CH:24]3[CH2:26][CH2:25]3)=[CH:16][CH:15]=2)[C:10]([SH:13])=[N:11][N:12]=1.C(=O)([O-])[O-].[K+].[K+]. The catalyst is CN(C=O)C. The product is [NH2:7][C:8]1[N:9]([C:14]2[C:23]3[C:18](=[CH:19][CH:20]=[CH:21][CH:22]=3)[C:17]([CH:24]3[CH2:26][CH2:25]3)=[CH:16][CH:15]=2)[C:10]([S:13][CH2:2][C:3]([O:5][CH3:6])=[O:4])=[N:11][N:12]=1. The yield is 0.800. (2) The reactants are [C:1]([O:8][CH3:9])(=[O:7])[CH2:2][C:3]([O:5][CH3:6])=[O:4].[H-].[Na+].Cl[C:13]1([C:25]2[C:26]([O:31][CH2:32][CH3:33])=[N:27][CH:28]=[CH:29][CH:30]=2)[C:21]2[C:16](=[CH:17][CH:18]=[C:19]([C:22]#[N:23])[CH:20]=2)[NH:15][C:14]1=[O:24].Cl. The catalyst is CN(C)C=O.ClCCl.CCCCCCC.C(OCC)(=O)C. The product is [C:22]([C:19]1[CH:20]=[C:21]2[C:16](=[CH:17][CH:18]=1)[NH:15][C:14](=[O:24])[C:13]2([CH:2]([C:1]([O:8][CH3:9])=[O:7])[C:3]([O:5][CH3:6])=[O:4])[C:25]1[C:26]([O:31][CH2:32][CH3:33])=[N:27][CH:28]=[CH:29][CH:30]=1)#[N:23]. The yield is 1.00. (3) The reactants are [NH:1]1[CH2:6][CH2:5][C:4]2([C:10]3[CH:11]=[CH:12][CH:13]=[CH:14][C:9]=3[CH2:8][O:7]2)[CH2:3][CH2:2]1.I[C:16]1[CH:31]=[CH:30][C:19]([O:20][CH2:21][CH2:22][CH2:23][N:24]2[CH2:29][CH2:28][CH2:27][CH2:26][CH2:25]2)=[CH:18][CH:17]=1.CC(C)([O-])C.[Na+]. The catalyst is O1CCOCC1.C1C=CC(/C=C/C(/C=C/C2C=CC=CC=2)=O)=CC=1.C1C=CC(/C=C/C(/C=C/C2C=CC=CC=2)=O)=CC=1.C1C=CC(/C=C/C(/C=C/C2C=CC=CC=2)=O)=CC=1.[Pd].[Pd].CC1(C)C2C=CC=C(P(C3C=CC=CC=3)C3C=CC=CC=3)C=2OC2C1=CC=CC=2P(C1C=CC=CC=1)C1C=CC=CC=1. The product is [N:24]1([CH2:23][CH2:22][CH2:21][O:20][C:19]2[CH:18]=[CH:17][C:16]([N:1]3[CH2:6][CH2:5][C:4]4([C:10]5[CH:11]=[CH:12][CH:13]=[CH:14][C:9]=5[CH2:8][O:7]4)[CH2:3][CH2:2]3)=[CH:31][CH:30]=2)[CH2:29][CH2:28][CH2:27][CH2:26][CH2:25]1. The yield is 0.260. (4) The reactants are [Cl:1][C:2]1[CH:7]=[CH:6][C:5]([CH:8]([N:37]2[CH2:40][CH:39]([N:41]([CH3:43])[CH3:42])[CH2:38]2)[C:9]2[CH:10]=[C:11]([C:27]3[CH:32]=[CH:31][N:30]=[C:29]([NH:33][C:34](=[O:36])[CH3:35])[CH:28]=3)[S:12][C:13]=2[C:14]2[N:18]=[CH:17][N:16](COCC[Si](C)(C)C)[N:15]=2)=[CH:4][CH:3]=1.FC(F)(F)C(O)=O. The catalyst is ClCCl. The product is [Cl:1][C:2]1[CH:3]=[CH:4][C:5]([CH:8]([N:37]2[CH2:38][CH:39]([N:41]([CH3:42])[CH3:43])[CH2:40]2)[C:9]2[CH:10]=[C:11]([C:27]3[CH:32]=[CH:31][N:30]=[C:29]([NH:33][C:34](=[O:36])[CH3:35])[CH:28]=3)[S:12][C:13]=2[C:14]2[NH:18][CH:17]=[N:16][N:15]=2)=[CH:6][CH:7]=1. The yield is 0.716. (5) The reactants are [NH2:1][C:2]1[CH:9]=[CH:8][C:7]([Cl:10])=[CH:6][C:3]=1[CH:4]=O.C(=O)([O-])[O-].[K+].[K+].[F:17][C:18]([F:27])([F:26])/[CH:19]=[CH:20]/[C:21]([O:23][CH2:24][CH3:25])=[O:22]. The yield is 0.560. No catalyst specified. The product is [Cl:10][C:7]1[CH:6]=[C:3]2[C:2](=[CH:9][CH:8]=1)[NH:1][CH:19]([C:18]([F:17])([F:27])[F:26])[C:20]([C:21]([O:23][CH2:24][CH3:25])=[O:22])=[CH:4]2. (6) The catalyst is CN(C=O)C.C1C=CC([P]([Pd]([P](C2C=CC=CC=2)(C2C=CC=CC=2)C2C=CC=CC=2)([P](C2C=CC=CC=2)(C2C=CC=CC=2)C2C=CC=CC=2)[P](C2C=CC=CC=2)(C2C=CC=CC=2)C2C=CC=CC=2)(C2C=CC=CC=2)C2C=CC=CC=2)=CC=1.[Cu]I. The product is [CH3:1][O:2][C:3](=[O:30])[NH:4][CH:5]([C:9]([N:11]1[CH2:15][CH2:14][CH2:13][CH:12]1[C:16]1[NH:17][C:18]([C:21]2[S:25][CH:24]3[CH:26]=[C:27]([C:52]#[C:51][C:48]4[NH:47][C:46]([CH:42]5[CH2:43][CH2:44][CH2:45][N:41]5[C:39](=[O:40])[CH:35]([NH:34][C:33]([O:32][CH3:31])=[O:53])[CH:36]([CH3:38])[CH3:37])=[N:50][CH:49]=4)[S:28][CH:23]3[CH:22]=2)=[CH:19][N:20]=1)=[O:10])[CH:6]([CH3:8])[CH3:7]. The yield is 0.180. The reactants are [CH3:1][O:2][C:3](=[O:30])[NH:4][CH:5]([C:9]([N:11]1[CH2:15][CH2:14][CH2:13][CH:12]1[C:16]1[NH:17][C:18]([C:21]2[S:25][CH:24]3[CH:26]=[C:27](Br)[S:28][CH:23]3[CH:22]=2)=[CH:19][N:20]=1)=[O:10])[CH:6]([CH3:8])[CH3:7].[CH3:31][O:32][C:33](=[O:53])[NH:34][CH:35]([C:39]([N:41]1[CH2:45][CH2:44][CH2:43][CH:42]1[C:46]1[NH:47][C:48]([C:51]#[CH:52])=[CH:49][N:50]=1)=[O:40])[CH:36]([CH3:38])[CH3:37].C(N(CC)CC)C. (7) The reactants are [OH:1][CH:2]1[CH2:7][CH2:6][NH:5][CH2:4][CH2:3]1.C(=O)([O-])[O-].[K+].[K+].C[O:15][C:16](=O)[CH2:17]Br.[NH2:20][NH2:21]. The catalyst is C(#N)C.C(O)C. The product is [NH2:20][NH:21][C:16](=[O:15])[CH2:17][N:5]1[CH2:6][CH2:7][CH:2]([OH:1])[CH2:3][CH2:4]1. The yield is 0.500. (8) The product is [F:1][C:2]([F:7])([F:6])[C:3]([OH:5])=[O:4].[NH2:27][C:23]1[CH:22]=[C:21]([NH:20][S:17]([C:14]2[CH:15]=[CH:16][C:11]([N+:8]([O-:10])=[O:9])=[CH:12][CH:13]=2)(=[O:18])=[O:19])[CH:26]=[CH:25][CH:24]=1. The reactants are [F:1][C:2]([F:7])([F:6])[C:3]([OH:5])=[O:4].[N+:8]([C:11]1[CH:16]=[CH:15][C:14]([S:17]([NH:20][C:21]2[CH:22]=[C:23]([NH:27]C(=O)OC(C)(C)C)[CH:24]=[CH:25][CH:26]=2)(=[O:19])=[O:18])=[CH:13][CH:12]=1)([O-:10])=[O:9].C1(C)C=CC=CC=1. The yield is 0.920. The catalyst is C(Cl)Cl. (9) The reactants are Br[C:2]1[CH:7]=[CH:6][C:5]([Br:8])=[CH:4][CH:3]=1.[Li]CCCC.[CH3:14][C:15]([CH3:17])=[O:16]. The catalyst is C1COCC1. The product is [Br:8][C:5]1[CH:6]=[CH:7][C:2]([C:15]([OH:16])([CH3:17])[CH3:14])=[CH:3][CH:4]=1. The yield is 0.638.